The task is: Predict the reactants needed to synthesize the given product.. This data is from Full USPTO retrosynthesis dataset with 1.9M reactions from patents (1976-2016). (1) Given the product [OH:13][C:12]([C:2]1[S:1][CH:5]=[CH:4][N:3]=1)([CH3:14])[CH3:11], predict the reactants needed to synthesize it. The reactants are: [S:1]1[CH:5]=[CH:4][N:3]=[CH:2]1.C([Li])CCC.[CH3:11][C:12]([CH3:14])=[O:13]. (2) Given the product [CH3:6][C:5]([C:8]([O:9][CH2:32][CH2:33][OH:34])=[O:47])=[CH2:4], predict the reactants needed to synthesize it. The reactants are: CC1C=[CH:6][C:5]([C:8](CCS/C(/CCO)=C(\N(C=O)CC2C(N)=NC(C)=NC=2)/C)=[O:9])=[CH:4]C=1.Cl.[CH2:32](N(C(CO)(CO)CO)CCO)[CH2:33][OH:34].C[O:47]C(O)CC.